This data is from Forward reaction prediction with 1.9M reactions from USPTO patents (1976-2016). The task is: Predict the product of the given reaction. (1) Given the reactants [O:1]1[CH:5]=[CH:4][CH:3]=[C:2]1[C:6]1[C:7]2[CH:22]=[CH:21][CH:20]=[N:19][C:8]=2[NH:9][C:10](=O)[CH:11]([C:13]2[S:14][CH:15]=[CH:16][CH:17]=2)[N:12]=1.[CH:23]1([NH2:26])[CH2:25][CH2:24]1, predict the reaction product. The product is: [CH:23]1([NH:26][C:10]2[CH:11]([C:13]3[S:14][CH:15]=[CH:16][CH:17]=3)[N:12]=[C:6]([C:2]3[O:1][CH:5]=[CH:4][CH:3]=3)[C:7]3[CH:22]=[CH:21][CH:20]=[N:19][C:8]=3[N:9]=2)[CH2:25][CH2:24]1. (2) Given the reactants [P:1](=[O:5])([OH:4])([OH:3])[OH:2].CC(O)C.[CH2:10]([NH:13][CH2:14][CH2:15][CH2:16][CH2:17][NH:18][CH2:19][CH:20]=[CH2:21])[CH:11]=[CH2:12], predict the reaction product. The product is: [P:1]([OH:5])([OH:4])([OH:3])=[O:2].[CH2:19]([NH:18][CH2:17][CH2:16][CH2:15][CH2:14][NH:13][CH2:10][CH:11]=[CH2:12])[CH:20]=[CH2:21]. (3) Given the reactants [CH2:1]([CH:3]1[N:12]2[C:7](=[CH:8][C:9](=[O:18])[C:10]([C:13]([O:15][CH2:16][CH3:17])=[O:14])=[CH:11]2)[C:6]2[CH:19]=[C:20]([O:24][CH3:25])[C:21]([OH:23])=[CH:22][C:5]=2[CH2:4]1)[CH3:2].Br[CH2:27][CH2:28][CH2:29][O:30][CH3:31].C([O-])([O-])=O.[K+].[K+], predict the reaction product. The product is: [CH2:1]([CH:3]1[N:12]2[C:7](=[CH:8][C:9](=[O:18])[C:10]([C:13]([O:15][CH2:16][CH3:17])=[O:14])=[CH:11]2)[C:6]2[CH:19]=[C:20]([O:24][CH3:25])[C:21]([O:23][CH2:27][CH2:28][CH2:29][O:30][CH3:31])=[CH:22][C:5]=2[CH2:4]1)[CH3:2]. (4) Given the reactants COC1C=C(OC)C=CC=1C[N:6]1[C:10](=[O:11])[CH2:9][N:8]([CH2:12][C:13]2[S:14][C:15]([C:18](=[N:24][OH:25])[CH2:19][CH2:20][CH:21]([CH3:23])[CH3:22])=[CH:16][CH:17]=2)[S:7]1(=[O:27])=[O:26].C(O)(C(F)(F)F)=O, predict the reaction product. The product is: [OH:25]/[N:24]=[C:18](/[C:15]1[S:14][C:13]([CH2:12][N:8]2[S:7](=[O:27])(=[O:26])[NH:6][C:10](=[O:11])[CH2:9]2)=[CH:17][CH:16]=1)\[CH2:19][CH2:20][CH:21]([CH3:23])[CH3:22]. (5) Given the reactants [NH2:1][C:2]1[N:3]=[CH:4][C:5]2[CH2:11][N:10]([C:12]3[CH:20]=[CH:19][C:15]([C:16]([OH:18])=O)=[CH:14][CH:13]=3)[CH2:9][CH2:8][C:6]=2[N:7]=1.C(N(CC)C(C)C)(C)C.CN(C(ON1N=NC2C=CC=CC1=2)=[N+](C)C)C.F[P-](F)(F)(F)(F)F.[F:54][C:55]([F:64])([F:63])[C:56]1[CH:57]=[C:58]([CH:60]=[CH:61][CH:62]=1)[NH2:59], predict the reaction product. The product is: [NH2:1][C:2]1[N:3]=[CH:4][C:5]2[CH2:11][N:10]([C:12]3[CH:20]=[CH:19][C:15]([C:16]([NH:59][C:58]4[CH:60]=[CH:61][CH:62]=[C:56]([C:55]([F:54])([F:63])[F:64])[CH:57]=4)=[O:18])=[CH:14][CH:13]=3)[CH2:9][CH2:8][C:6]=2[N:7]=1. (6) Given the reactants [NH2:1][C:2]1[N:3]=[C:4]([NH:19][C:20]2[CH:25]=[CH:24][C:23]([N:26]3[CH2:31][CH2:30][N:29]([CH3:32])[CH2:28][CH2:27]3)=[CH:22][CH:21]=2)[S:5][C:6]=1[C:7]([C:9]1[CH:14]=[CH:13][C:12](Cl)=[C:11]([N+:16]([O-:18])=[O:17])[CH:10]=1)=[O:8].[NH2:33][C@H:34]([CH2:37][CH:38]([CH3:40])[CH3:39])[CH2:35][OH:36], predict the reaction product. The product is: [NH2:1][C:2]1[N:3]=[C:4]([NH:19][C:20]2[CH:25]=[CH:24][C:23]([N:26]3[CH2:31][CH2:30][N:29]([CH3:32])[CH2:28][CH2:27]3)=[CH:22][CH:21]=2)[S:5][C:6]=1[C:7]([C:9]1[CH:14]=[CH:13][C:12]([NH:33][C@@H:34]([CH2:35][OH:36])[CH2:37][CH:38]([CH3:40])[CH3:39])=[C:11]([N+:16]([O-:18])=[O:17])[CH:10]=1)=[O:8]. (7) Given the reactants [C:1]1([C@@H:7]([NH:10][C:11]([C:13]2[C:22]3[C:17](=[CH:18][C:19]([OH:23])=[CH:20][CH:21]=3)[N:16]=[C:15]([C:24]3[CH:29]=[CH:28][CH:27]=[CH:26][CH:25]=3)[C:14]=2[CH2:30][N:31]2[CH2:36][CH2:35][CH:34]([N:37]3[CH2:42][CH2:41][CH2:40][CH2:39][CH2:38]3)[CH2:33][CH2:32]2)=[O:12])[CH2:8][CH3:9])[CH:6]=[CH:5][CH:4]=[CH:3][CH:2]=1.C([O-])([O-])=O.[K+].[K+].[I-].[K+].Br[CH2:52][C:53]([O:55][CH2:56][CH3:57])=[O:54], predict the reaction product. The product is: [CH2:56]([O:55][C:53](=[O:54])[CH2:52][O:23][C:19]1[CH:18]=[C:17]2[C:22]([C:13]([C:11](=[O:12])[NH:10][C@H:7]([C:1]3[CH:2]=[CH:3][CH:4]=[CH:5][CH:6]=3)[CH2:8][CH3:9])=[C:14]([CH2:30][N:31]3[CH2:32][CH2:33][CH:34]([N:37]4[CH2:38][CH2:39][CH2:40][CH2:41][CH2:42]4)[CH2:35][CH2:36]3)[C:15]([C:24]3[CH:29]=[CH:28][CH:27]=[CH:26][CH:25]=3)=[N:16]2)=[CH:21][CH:20]=1)[CH3:57].